From a dataset of Catalyst prediction with 721,799 reactions and 888 catalyst types from USPTO. Predict which catalyst facilitates the given reaction. (1) Product: [CH3:1][O:2][C:3]([C:5]1[CH:6]=[C:7]2[C:11](=[CH:12][CH:13]=1)[NH:10][N:9]=[C:8]2[C:14](=[O:16])[NH:17][C:18]1[CH:19]=[CH:20][C:21]([N:24]2[CH2:29][CH2:28][O:27][CH2:26][C:25]2=[O:30])=[CH:22][CH:23]=1)=[O:4]. The catalyst class is: 2. Reactant: [CH3:1][O:2][C:3]([C:5]1[CH:6]=[C:7]2[C:11](=[CH:12][CH:13]=1)[NH:10][N:9]=[C:8]2[C:14]([OH:16])=O)=[O:4].[NH2:17][C:18]1[CH:23]=[CH:22][C:21]([N:24]2[CH2:29][CH2:28][O:27][CH2:26][C:25]2=[O:30])=[CH:20][CH:19]=1.C1N(P(Cl)(N2C(=O)OCC2)=O)C(=O)OC1.CCN(CC)CC. (2) Reactant: [F:1][C:2]1[C:3]([C:18]([F:21])([F:20])[F:19])=[C:4]([C:8]2(O)[CH2:13][CH2:12][N:11]([CH2:14][CH2:15][CH3:16])[CH2:10][CH2:9]2)[CH:5]=[CH:6][CH:7]=1. Product: [F:1][C:2]1[C:3]([C:18]([F:21])([F:19])[F:20])=[C:4]([C:8]2[CH2:13][CH2:12][N:11]([CH2:14][CH2:15][CH3:16])[CH2:10][CH:9]=2)[CH:5]=[CH:6][CH:7]=1. The catalyst class is: 33. (3) Reactant: C[O:2][C:3](=[O:34])[C:4]1[CH:9]=[CH:8][C:7]([O:10][CH2:11][CH:12]([C:19]2[N:20]([C:27]3[CH:32]=[CH:31][C:30]([Cl:33])=[CH:29][CH:28]=3)[N:21]=[C:22]3[CH2:26][CH2:25][CH2:24][C:23]=23)[CH:13]2[CH2:18][CH2:17][CH2:16][CH2:15][CH2:14]2)=[N:6][CH:5]=1.[OH-].[Na+]. Product: [Cl:33][C:30]1[CH:31]=[CH:32][C:27]([N:20]2[C:19]([CH:12]([CH:13]3[CH2:14][CH2:15][CH2:16][CH2:17][CH2:18]3)[CH2:11][O:10][C:7]3[CH:8]=[CH:9][C:4]([C:3]([OH:34])=[O:2])=[CH:5][N:6]=3)=[C:23]3[CH2:24][CH2:25][CH2:26][C:22]3=[N:21]2)=[CH:28][CH:29]=1. The catalyst class is: 5. (4) Reactant: [Mg].Br[C:3]1[C:11]2[CH:10]=[CH:9][S:8][C:7]=2[CH:6]=[CH:5][CH:4]=1.II.BrC1SC2C=CC=CC=2C=1.[Cl:24][CH2:25][C:26](N(OC)C)=[O:27].[Cl-].[NH4+]. Product: [S:8]1[CH:9]=[CH:10][C:11]2[C:3]([C:26](=[O:27])[CH2:25][Cl:24])=[CH:4][CH:5]=[CH:6][C:7]1=2. The catalyst class is: 7. (5) Reactant: Cl.[CH3:2][O:3][C:4]1[CH:9]=[CH:8][C:7]([NH:10][NH2:11])=[CH:6][CH:5]=1.[CH2:12](N(CC)CC)[CH3:13].C([CH:21](O)[C:22]([O-:24])=[O:23])C. Product: [CH2:12]([O:24][C:22](=[O:23])[CH:21]=[N:11][NH:10][C:7]1[CH:8]=[CH:9][C:4]([O:3][CH3:2])=[CH:5][CH:6]=1)[CH3:13]. The catalyst class is: 182.